Predict the product of the given reaction. From a dataset of Forward reaction prediction with 1.9M reactions from USPTO patents (1976-2016). (1) The product is: [C:14]([NH:1][CH:3]([C:11](=[O:13])[CH3:12])[C:4]([O:6][C:7]([CH3:10])([CH3:9])[CH3:8])=[O:5])(=[O:21])[C:15]1[CH:20]=[CH:19][CH:18]=[CH:17][CH:16]=1. Given the reactants [N+:1](=[C:3]([C:11](=[O:13])[CH3:12])[C:4]([O:6][C:7]([CH3:10])([CH3:9])[CH3:8])=[O:5])=[N-].[C:14](N)(=[O:21])[C:15]1[CH:20]=[CH:19][CH:18]=[CH:17][CH:16]=1, predict the reaction product. (2) Given the reactants [Cl:1][C:2]1[CH:3]=[C:4]([CH:7]=[C:8]([C:10]2[CH:11]=[C:12]([CH3:21])[C:13]3[O:18][CH2:17][C:16](=[O:19])[NH:15][C:14]=3[CH:20]=2)[CH:9]=1)[CH:5]=[O:6].[CH3:22][Mg+].[Br-], predict the reaction product. The product is: [Cl:1][C:2]1[CH:9]=[C:8]([C:10]2[CH:11]=[C:12]([CH3:21])[C:13]3[O:18][CH2:17][C:16](=[O:19])[NH:15][C:14]=3[CH:20]=2)[CH:7]=[C:4]([CH:5]([OH:6])[CH3:22])[CH:3]=1. (3) The product is: [ClH:13].[NH:1]1[C:5]2[CH:6]=[CH:7][C:8]([CH2:10][NH2:11])=[CH:9][C:4]=2[N:3]=[CH:2]1. Given the reactants [NH:1]1[C:5]2[CH:6]=[CH:7][C:8]([CH:10]=[N:11]O)=[CH:9][C:4]=2[N:3]=[CH:2]1.[ClH:13], predict the reaction product. (4) Given the reactants [CH2:1]([O:3][C:4]([C:6]1([C:9]2[CH:14]=[CH:13][C:12]([C:15]3[CH:20]=[CH:19][C:18]([C:21]4[CH:22]=[N:23][N:24]([CH3:27])[C:25]=4[NH2:26])=[CH:17][CH:16]=3)=[CH:11][CH:10]=2)[CH2:8][CH2:7]1)=[O:5])[CH3:2].[Cl:28][C:29]1[CH:34]=[CH:33][C:32]([CH2:35][CH2:36][C:37](=O)[CH3:38])=[CH:31][CH:30]=1.C(O)(=O)C.C([BH3-])#N.[Na+], predict the reaction product. The product is: [CH2:1]([O:3][C:4]([C:6]1([C:9]2[CH:10]=[CH:11][C:12]([C:15]3[CH:20]=[CH:19][C:18]([C:21]4[CH:22]=[N:23][N:24]([CH3:27])[C:25]=4[NH:26][CH:37]([CH3:38])[CH2:36][CH2:35][C:32]4[CH:31]=[CH:30][C:29]([Cl:28])=[CH:34][CH:33]=4)=[CH:17][CH:16]=3)=[CH:13][CH:14]=2)[CH2:8][CH2:7]1)=[O:5])[CH3:2]. (5) The product is: [Br:1][C:2]1[CH:3]=[C:4]([CH:19]([O:21][CH2:40][C:41]2([C:54]3[CH:59]=[CH:58][CH:57]=[CH:56][CH:55]=3)[CH2:46][CH2:45][N:44]([C:47]([O:49][C:50]([CH3:51])([CH3:52])[CH3:53])=[O:48])[CH2:43][CH2:42]2)[CH3:20])[C:5]2[N:9]=[CH:8][N:7]([CH2:10][O:11][CH2:12][CH2:13][Si:14]([CH3:16])([CH3:15])[CH3:17])[C:6]=2[CH:18]=1. Given the reactants [Br:1][C:2]1[CH:3]=[C:4]([CH:19]([OH:21])[CH3:20])[C:5]2[N:9]=[CH:8][N:7]([CH2:10][O:11][CH2:12][CH2:13][Si:14]([CH3:17])([CH3:16])[CH3:15])[C:6]=2[CH:18]=1.ClC(Cl)(Cl)C#N.C1CCN2C(=NCCC2)CC1.O[CH2:40][C:41]1([C:54]2[CH:59]=[CH:58][CH:57]=[CH:56][CH:55]=2)[CH2:46][CH2:45][N:44]([C:47]([O:49][C:50]([CH3:53])([CH3:52])[CH3:51])=[O:48])[CH2:43][CH2:42]1.C(=O)=O.C(O)CO.[OH-].[Na+], predict the reaction product. (6) Given the reactants Br[C:2]1[C:10]2[N:9]3[CH2:11][CH2:12][NH:13][C:14](=[O:15])[C:8]3=[C:7]([CH3:16])[C:6]=2[CH:5]=[C:4]([Cl:17])[CH:3]=1.[F:18][C:19]1[CH:20]=[C:21](B(O)O)[CH:22]=[CH:23][C:24]=1[F:25], predict the reaction product. The product is: [Cl:17][C:4]1[CH:3]=[C:2]([C:22]2[CH:21]=[CH:20][C:19]([F:18])=[C:24]([F:25])[CH:23]=2)[C:10]2[N:9]3[CH2:11][CH2:12][NH:13][C:14](=[O:15])[C:8]3=[C:7]([CH3:16])[C:6]=2[CH:5]=1.